Dataset: Experimentally validated miRNA-target interactions with 360,000+ pairs, plus equal number of negative samples. Task: Binary Classification. Given a miRNA mature sequence and a target amino acid sequence, predict their likelihood of interaction. (1) The miRNA is rno-miR-150-5p with sequence UCUCCCAACCCUUGUACCAGUG. The protein sequence of the target gene is MALPAFAARALGPPLQPEQGAPARTTCPRRHSRVEAELAASRPGSVAASVRAGPPRGVSLGFNSPPLQDKPPKAFSSLAGALRAPLFALLPRGRRRRMHDLRRRWDLGSLCRALLTRGLAAVGHSLKHVLSAIFSKIFGPLASVGNMDEKSNKLLLALVMLFLFAVIVLQYVCPGTECQLLRLQAFSSPVPDPYRSEDESSARFVPRYNFSRGDLLRKVDFDIKGDDLIVFLHIQKTGGTTFGRHLVRNIQLEQPCECRVGQKKCTCHRPGKRETWLFSRFSTGWSCGLHADWTELTSCV.... Result: 0 (no interaction). (2) The miRNA is dme-miR-278-3p with sequence UCGGUGGGACUUUCGUCCGUUU. The protein sequence of the target gene is MATVVVEATEPEPSGSIGNPAATTSPSLSHRFLDSKFYLLVVVGETVTEEHLRRAIGNIELGIRSWDTNLIECNLDQELKLFVSRHSARFSPEVPGQKILHHRSDVLETVVLINPSDEAVSTEVRLMITDAARHKLLVLTGQCFENTGELILQSGSFSFQNFIEIFTDQEIGELLSTTHPANKASLTLFCPEEGDWKNSNLDRHNLQDFINIKLNSASILPEMEGLSEFTEYLSESVEVPSPFDILEPPTSGGFLKLSKPCCYIFPGGRGDSALFAVNGFNMLINGGSERKSCFWKLIRH.... Result: 0 (no interaction). (3) The miRNA is hsa-miR-4530 with sequence CCCAGCAGGACGGGAGCG. The protein sequence of the target gene is MDDFISISLLSLAMLVGCYVAGIIPLAVNFSEERLKLVTVLGAGLLCGTALAVIVPEGVHALYEDILEGKHHQASETHNVIASDKAAEKSVVHEHEHSHDHTQLHAYIGVSLVLGFVFMLLVDQIGNSHVHSTDDPEAARSSNSKITTTLGLVVHAAADGVALGAAASTSQTSVQLIVFVAIMLHKAPAAFGLVSFLMHAGLERNRIRKHLLVFALAAPVMSMVTYLGLSKSSKEALSEVNATGVAMLFSAGTFLYVATVHVLPEVGGIGHSHKPDATGGRGLSRLEVAALVLGCLIPLI.... Result: 1 (interaction). (4) The miRNA is hsa-miR-202-5p with sequence UUCCUAUGCAUAUACUUCUUUG. The protein sequence of the target gene is MEGDQRSGPPAQSLLPDGHLVLWTLCSVLLPVFITLWCSLQRSRRQLHRRDIFRKSKHCWRDTDLFSHPTYCCVCAQHILQGAFCDCCGLRVDEGCLKKVDKRFPCKEIMLKNDKAADAMPHHWIRGNVPLCSYCVFCRQQCGSQPKLCDYRCIWCQKTVHDECMRGSLRSEKCDFGEFRNLIIPPSYLTSINQMRKDKNTNYEGLASKFGKQWTPLIILANSRSGTNMGEGLLGEFKILLNPVQVFDVTKTPPIKALQLCTLLPYYSVRVLVCGGDGTVGWVLDAIDEMKIKGQEKYIP.... Result: 0 (no interaction). (5) The miRNA is cel-miR-73-3p with sequence UGGCAAGAUGUAGGCAGUUCAGU. The protein sequence of the target gene is MAHITINQYLQQVYEAIDTRDGASCAELVSFKHPHVANPRLQMASPEEKCQQVLEPPYDEMFAAHLRCTYAVGNHDFIEAYKCQTVIVQSFLRAFQAHKEENWALPVMYAVALDLRIFANNADQQLVKKGKSKVGDMLEKAAELLMSCFRVCASDTRAGIEDSKKWGMLFLVNQLFKIYFKINKLHLCKPLIRAIDSSNLKDDYSTAQRITYKYYVGRKAMFDSDFKQAEEYLSFAFEHCHRSSQKNKRMILIYLLPVKMLLGHMPTIELLRKYHLMQFSEVTKAVSEGNLLLLNEALAK.... Result: 0 (no interaction). (6) The miRNA is hsa-let-7c-5p with sequence UGAGGUAGUAGGUUGUAUGGUU. The protein sequence of the target gene is MDMLDPGLDPAASATAAAAASHDKGPEAEEGVELQEGGDGPGAEEQTAVAITSVQQAAFGDHNIQYQFRTETNGGQVTYRVVQVTDGQLDGQGDTAGAVSVVSTAAFAGGQQAVTQVGVDGAAQRPGPAAASVPPGPAAPFPLAVIQNPFSNGGSPAAEAVSGEARFAYFPASSVGDTTAVSVQTTDQSLQAGGQFYVMMTPQDVLQTGTQRTIAPRTHPYSPKIDGTRTPRDERRRAQHNEVERRRRDKINNWIVQLSKIIPDCNADNSKTGASKGGILSKACDYIRELRQTNQRMQET.... Result: 1 (interaction). (7) The miRNA is hsa-miR-4318 with sequence CACUGUGGGUACAUGCU. The protein sequence of the target gene is MRRDVRILLLGEAQVGKTSLILSLVGEEFPEEVPARAEEITIPADVTPEKVPTHIVDYSEAEQTEEELQEEIHKANVVCVVYDVSEETTIEKIRTKWIPLVNGRTATGPRLPIILVGNKSDLRPGSTMEAVLPIMSQFPEIETCVECSAKHLRNISELFYYAQKAVLHPTAPLYDPEAKQLRPACAQALTRIFRLSDQDRDHGLSDEELNAFQKSCFGHPLAPQALEDVKRVVCKNVSGGVQNDRLTLEGFLFLNTLFIQRGRHETTWTILRRFGYSDSLELTPDYLYPALHVPPGCSTE.... Result: 0 (no interaction). (8) The miRNA is hsa-miR-5690 with sequence UCAGCUACUACCUCUAUUAGG. The protein sequence of the target gene is MTLVLLGVAMVLLHRAACEKPLEETITPLTWRFTHSLYNATIYENSAPKTYVESPVKMGMYLAEPHWVVKYRIISGDAAGVFKTEEHVVGNFCFLRIRTKSSNTALLNREVRDSYTLVVQASDKSLEFEALTQVVVHILDQNDLKPLFSPPSYRFTISEDRPLKSPICKVTATDADLGQNAEFYYAFNARSEVFAIHPTSGVVTVAGKLNVTWRGKYELQVLAVDRMRKISEGNGFGNLAPLVIYVEPVHRKPPVITLVVLNPPEGDEGDIYATVTVDTNGSGAEVDSLEVVGGDPGKYF.... Result: 0 (no interaction). (9) The miRNA is hsa-miR-24-1-5p with sequence UGCCUACUGAGCUGAUAUCAGU. The protein sequence of the target gene is MALLTILRILLWGVVLFMEQRVQMAKPGWPSTALLADDPTLPSILDLAKEAPGKEMKQWPQGYPLRYMLKLYHRSADPHGHPRENRTIGAKMVRLVKPSANTVRPPRGSWHVQTLDFPLASNQVAYELIRATVVYRHQLHLVNYHLSCHVETWVPKCRTKHLPSSKSGSSKPSPMSKAWTEIDITHCIQQKLWNRKGRSVLRLRFMCQQQKGNETREFRWHGMTSLDVAFLLLYFNDTDDRVQGKLLARGQEELTDRESSFLMRSVRQACSIESDASCPSQEHDGSVNNQCSLHPYKVSF.... Result: 0 (no interaction).